Task: Predict the reaction yield, written as a fraction of the theoretical maximum amount of product (1.0 means a 100% yield; for example, 0.34 means a 34% yield).. Dataset: Reaction yield outcomes from USPTO patents with 853,638 reactions (1) The reactants are [CH3:1][O-:2].[Na+].Cl[C:5]1[C:10]([O:11][CH3:12])=[CH:9][C:8]([N+:13]([O-:15])=[O:14])=[CH:7][N:6]=1. The catalyst is CO. The product is [CH3:1][O:2][C:5]1[C:10]([O:11][CH3:12])=[CH:9][C:8]([N+:13]([O-:15])=[O:14])=[CH:7][N:6]=1. The yield is 0.960. (2) The yield is 0.120. The reactants are [Cl:1][C:2]1[CH:7]=[C:6]([Cl:8])[CH:5]=[CH:4][C:3]=1[C:9]1[N:10]=[C:11](/[C:16](/[CH3:31])=[CH:17]/[C:18]2[CH:23]=[CH:22][C:21]([C:24]3[CH:29]=[CH:28][C:27]([OH:30])=[CH:26][CH:25]=3)=[CH:20][CH:19]=2)[N:12]([CH2:14][CH3:15])[CH:13]=1.Br[CH2:33][CH2:34][CH2:35][C:36]([O:38]C)=[O:37]. The product is [Cl:1][C:2]1[CH:7]=[C:6]([Cl:8])[CH:5]=[CH:4][C:3]=1[C:9]1[N:10]=[C:11](/[C:16](/[CH3:31])=[CH:17]/[C:18]2[CH:23]=[CH:22][C:21]([C:24]3[CH:25]=[CH:26][C:27]([O:30][CH2:33][CH2:34][CH2:35][C:36]([OH:38])=[O:37])=[CH:28][CH:29]=3)=[CH:20][CH:19]=2)[N:12]([CH2:14][CH3:15])[CH:13]=1. No catalyst specified. (3) The reactants are [NH2:1][C:2]1[N:7]=[C:6]([NH:8][C:9]2[CH:16]=[CH:15][C:12]([CH:13]=[O:14])=[CH:11][CH:10]=2)[CH:5]=[C:4]([C:17]2[CH:22]=[C:21]([Cl:23])[CH:20]=[CH:19][C:18]=2[O:24][CH2:25][CH3:26])[CH:3]=1.[BH4-].[Na+].O.Cl. The catalyst is O1CCCC1.CO. The product is [NH2:1][C:2]1[N:7]=[C:6]([NH:8][C:9]2[CH:16]=[CH:15][C:12]([CH2:13][OH:14])=[CH:11][CH:10]=2)[CH:5]=[C:4]([C:17]2[CH:22]=[C:21]([Cl:23])[CH:20]=[CH:19][C:18]=2[O:24][CH2:25][CH3:26])[CH:3]=1. The yield is 0.390. (4) The reactants are [F:1][C:2]([F:13])([F:12])[O:3][C:4]1[CH:11]=[CH:10][C:7]([CH:8]=O)=[CH:6][CH:5]=1.[NH2:14][C:15]1[S:16][C:17]([S:20]([C:23]2[CH:28]=[CH:27][C:26]([N+:29]([O-:31])=[O:30])=[CH:25][CH:24]=2)(=[O:22])=[O:21])=[CH:18][N:19]=1.C([O:34][C:35](=O)[C:36]([OH:49])=[CH:37][C:38]([C:40]1[CH:45]=[CH:44][C:43]([CH:46]([CH3:48])[CH3:47])=[CH:42][CH:41]=1)=[O:39])C. No catalyst specified. The product is [OH:49][C:36]1[C:35](=[O:34])[N:14]([C:15]2[S:16][C:17]([S:20]([C:23]3[CH:24]=[CH:25][C:26]([N+:29]([O-:31])=[O:30])=[CH:27][CH:28]=3)(=[O:21])=[O:22])=[CH:18][N:19]=2)[CH:8]([C:7]2[CH:10]=[CH:11][C:4]([O:3][C:2]([F:13])([F:12])[F:1])=[CH:5][CH:6]=2)[C:37]=1[C:38](=[O:39])[C:40]1[CH:45]=[CH:44][C:43]([CH:46]([CH3:48])[CH3:47])=[CH:42][CH:41]=1. The yield is 0.110. (5) The reactants are C[O:2][C:3]([C:5]1[O:9][C:8]([C:10]2[CH:15]=[CH:14][C:13]([C:16]#[N:17])=[CH:12][CH:11]=2)=[N:7][C:6]=1[CH3:18])=[O:4].[OH-].[Na+].Cl. The catalyst is C1COCC1. The product is [C:16]([C:13]1[CH:12]=[CH:11][C:10]([C:8]2[O:9][C:5]([C:3]([OH:4])=[O:2])=[C:6]([CH3:18])[N:7]=2)=[CH:15][CH:14]=1)#[N:17]. The yield is 1.00.